Predict the product of the given reaction. From a dataset of Forward reaction prediction with 1.9M reactions from USPTO patents (1976-2016). (1) Given the reactants [Br:1][C:2]1[CH:7]=[C:6]([Cl:8])[CH:5]=[CH:4][C:3]=1[S:9][CH:10]([CH3:16])[C:11](OCC)=[O:12].CC(C[AlH]CC(C)C)C, predict the reaction product. The product is: [Br:1][C:2]1[CH:7]=[C:6]([Cl:8])[CH:5]=[CH:4][C:3]=1[S:9][CH:10]([CH3:16])[CH:11]=[O:12]. (2) Given the reactants [CH3:1][C:2]1[NH:11][C:10](=O)[C:9]2[C:4](=[C:5]([C:13]([O:15][CH3:16])=[O:14])[CH:6]=[CH:7][CH:8]=2)[N:3]=1.CCN(C(C)C)C(C)C.O=P(Cl)(Cl)[Cl:28].[OH-].[Na+], predict the reaction product. The product is: [Cl:28][C:10]1[C:9]2[C:4](=[C:5]([C:13]([O:15][CH3:16])=[O:14])[CH:6]=[CH:7][CH:8]=2)[N:3]=[C:2]([CH3:1])[N:11]=1. (3) Given the reactants [NH2:1][C:2]1[CH:7]=[C:6]([C:8]([F:11])([F:10])[F:9])[C:5]([Cl:12])=[CH:4][C:3]=1[NH:13][C:14]1[N:19]=[CH:18][C:17](C(O)C)=[CH:16][CH:15]=1.[C:23](O)(=O)[CH2:24][CH3:25].[C:28]([O:32][C:33](=O)[CH2:34]C)(=[O:31])[CH2:29][CH3:30], predict the reaction product. The product is: [Cl:12][C:5]1[C:6]([C:8]([F:9])([F:11])[F:10])=[CH:7][C:2]2[N:1]=[C:23]([CH2:24][CH3:25])[N:13]([C:14]3[N:19]=[CH:18][C:17]([CH2:34][CH2:33][O:32][C:28](=[O:31])[CH2:29][CH3:30])=[CH:16][CH:15]=3)[C:3]=2[CH:4]=1. (4) The product is: [CH:16]1([N:7]2[CH2:8][C:9]3([CH2:11][CH2:10]3)[C:12](=[O:15])[N:13]([CH3:14])[C:5]3[CH:4]=[N:3][C:2]([NH:22][C:23]4[CH:31]=[CH:30][C:26]([C:27]([OH:29])=[O:28])=[CH:25][C:24]=4[CH3:32])=[N:21][C:6]2=3)[CH2:20][CH2:19][CH2:18][CH2:17]1. Given the reactants Cl[C:2]1[N:3]=[CH:4][C:5]2[N:13]([CH3:14])[C:12](=[O:15])[C:9]3([CH2:11][CH2:10]3)[CH2:8][N:7]([CH:16]3[CH2:20][CH2:19][CH2:18][CH2:17]3)[C:6]=2[N:21]=1.[NH2:22][C:23]1[CH:31]=[CH:30][C:26]([C:27]([OH:29])=[O:28])=[CH:25][C:24]=1[CH3:32].C(O)C, predict the reaction product. (5) Given the reactants [CH3:1][C:2]1[NH:3][C:4]2[CH2:5][C:6]([CH3:13])([CH3:12])[CH2:7][C:8](=[O:11])[C:9]=2[CH:10]=1.[N:14]1([S:19]([C:22]2[CH:29]=[CH:28][C:25]([CH:26]=[O:27])=[CH:24][CH:23]=2)(=[O:21])=[O:20])[CH2:18][CH2:17][CH2:16][CH2:15]1.O1CCN(S(C2C=CC(C=O)=CC=2)(=O)=O)CC1.[OH-].[Na+], predict the reaction product. The product is: [OH:27][CH:26]([C:25]1[CH:28]=[CH:29][C:22]([S:19]([N:14]2[CH2:18][CH2:17][CH2:16][CH2:15]2)(=[O:21])=[O:20])=[CH:23][CH:24]=1)[C:10]1[C:9]2[C:8](=[O:11])[CH2:7][C:6]([CH3:13])([CH3:12])[CH2:5][C:4]=2[NH:3][C:2]=1[CH3:1]. (6) Given the reactants [CH3:1][C:2]1([CH3:14])[CH2:8][CH2:7][CH2:6][O:5][C:4]2[C:9]([NH2:13])=[CH:10][CH:11]=[CH:12][C:3]1=2.Cl[C:16]1[N:21]=[C:20]([NH:22][C:23]2[CH:28]=[CH:27][C:26]([N:29]3[CH2:34][CH2:33][O:32][CH2:31][CH2:30]3)=[CH:25][C:24]=2[O:35][CH3:36])[C:19]([Cl:37])=[CH:18][N:17]=1, predict the reaction product. The product is: [Cl:37][C:19]1[C:20]([NH:22][C:23]2[CH:28]=[CH:27][C:26]([N:29]3[CH2:30][CH2:31][O:32][CH2:33][CH2:34]3)=[CH:25][C:24]=2[O:35][CH3:36])=[N:21][C:16]([NH:13][C:9]2[C:4]3[O:5][CH2:6][CH2:7][CH2:8][C:2]([CH3:14])([CH3:1])[C:3]=3[CH:12]=[CH:11][CH:10]=2)=[N:17][CH:18]=1. (7) Given the reactants [CH3:1][C:2]1[C:7]([B:8]2[O:12][C:11]([CH3:14])([CH3:13])[C:10]([CH3:16])([CH3:15])[O:9]2)=[CH:6][CH:5]=[CH:4][C:3]=1[NH2:17].[F:18][C:19]([F:30])([F:29])[C:20]1[CH:21]=[C:22]([CH:26]=[CH:27][CH:28]=1)[C:23](Cl)=[O:24].C(N(CC)CC)C, predict the reaction product. The product is: [CH3:1][C:2]1[C:7]([B:8]2[O:12][C:11]([CH3:13])([CH3:14])[C:10]([CH3:16])([CH3:15])[O:9]2)=[CH:6][CH:5]=[CH:4][C:3]=1[NH:17][C:23](=[O:24])[C:22]1[CH:26]=[CH:27][CH:28]=[C:20]([C:19]([F:18])([F:29])[F:30])[CH:21]=1.